This data is from Catalyst prediction with 721,799 reactions and 888 catalyst types from USPTO. The task is: Predict which catalyst facilitates the given reaction. (1) Reactant: O=[C:2]([C:9]1[CH:14]=[N:13][CH:12]=[CH:11][N:10]=1)[CH2:3][C:4]([O:6]CC)=O.[NH:15]([C:17]1[CH:36]=[CH:35][C:20]([C:21]([NH:23][CH:24]2[CH2:29][C:28]([CH3:31])([CH3:30])[N:27]([CH3:32])[C:26]([CH3:34])([CH3:33])[CH2:25]2)=[O:22])=[CH:19][CH:18]=1)[NH2:16].C(O)(=O)C. Product: [O:6]=[C:4]1[N:15]([C:17]2[CH:36]=[CH:35][C:20]([C:21]([NH:23][CH:24]3[CH2:25][C:26]([CH3:33])([CH3:34])[N:27]([CH3:32])[C:28]([CH3:31])([CH3:30])[CH2:29]3)=[O:22])=[CH:19][CH:18]=2)[NH:16][C:2]([C:9]2[CH:14]=[N:13][CH:12]=[CH:11][N:10]=2)=[CH:3]1. The catalyst class is: 8. (2) Reactant: C([O:3][C:4]([C:6]1[CH:7]=[C:8]2[C:13](=[C:14]([CH2:16][N:17]([CH:21]3[CH2:23][CH2:22]3)[CH:18]([CH3:20])[CH3:19])[CH:15]=1)[O:12][C:11]([CH3:25])([CH3:24])[CH2:10][C:9]2([CH3:27])[CH3:26])=[O:5])C.[OH-].[Na+]. Product: [CH:21]1([N:17]([CH2:16][C:14]2[CH:15]=[C:6]([C:4]([OH:5])=[O:3])[CH:7]=[C:8]3[C:13]=2[O:12][C:11]([CH3:24])([CH3:25])[CH2:10][C:9]3([CH3:27])[CH3:26])[CH:18]([CH3:20])[CH3:19])[CH2:23][CH2:22]1. The catalyst class is: 199. (3) Reactant: [CH3:1][S:2](Cl)(=[O:4])=[O:3].[CH3:6][C:7]([CH3:34])([O:9][C:10]([N:12]([CH2:26][C:27]1[CH:32]=[CH:31][CH:30]=[CH:29][C:28]=1[NH2:33])[CH:13]1[CH2:18][CH2:17][N:16]([CH2:19][C:20]2[CH:25]=[CH:24][CH:23]=[CH:22][CH:21]=2)[CH2:15][CH2:14]1)=[O:11])[CH3:8].C(N(CC)CC)C. Product: [CH3:8][C:7]([CH3:34])([O:9][C:10]([N:12]([CH2:26][C:27]1[CH:32]=[CH:31][CH:30]=[CH:29][C:28]=1[NH:33][S:2]([CH3:1])(=[O:4])=[O:3])[CH:13]1[CH2:18][CH2:17][N:16]([CH2:19][C:20]2[CH:21]=[CH:22][CH:23]=[CH:24][CH:25]=2)[CH2:15][CH2:14]1)=[O:11])[CH3:6]. The catalyst class is: 7. (4) Reactant: [O:1]1[C:5]2[CH:6]=[CH:7][C:8]([C:10]3([C:13]([NH:15][C:16]4[CH:17]=[C:18]5[C:22](=[CH:23][CH:24]=4)[N:21]([CH2:25][CH2:26]Cl)[CH:20]([C:28]([CH3:31])([CH3:30])[CH3:29])[CH2:19]5)=[O:14])[CH2:12][CH2:11]3)=[CH:9][C:4]=2[O:3][CH2:2]1.[C-:32]#[N:33].[Na+]. Product: [O:1]1[C:5]2[CH:6]=[CH:7][C:8]([C:10]3([C:13]([NH:15][C:16]4[CH:17]=[C:18]5[C:22](=[CH:23][CH:24]=4)[N:21]([CH2:25][CH2:26][C:32]#[N:33])[CH:20]([C:28]([CH3:31])([CH3:30])[CH3:29])[CH2:19]5)=[O:14])[CH2:12][CH2:11]3)=[CH:9][C:4]=2[O:3][CH2:2]1. The catalyst class is: 40. (5) Reactant: [Cl:1][S:2]([OH:5])(=O)=[O:3].[Cl:6][C:7]1[C:12]([Cl:13])=[C:11]([F:14])[CH:10]=[CH:9][CH:8]=1. Product: [Cl:6][C:7]1[C:12]([Cl:13])=[C:11]([F:14])[CH:10]=[CH:9][C:8]=1[S:2]([Cl:1])(=[O:5])=[O:3]. The catalyst class is: 4. (6) Reactant: [CH2:1]([C:3]1[N:4]=[C:5]([CH3:10])[NH:6][C:7]=1[CH2:8][CH3:9])[CH3:2].[F:11][C:12]1[CH:20]=[CH:19][C:15]([C:16](Cl)=[O:17])=[CH:14][CH:13]=1.N1CCOCC1. Product: [CH2:1]([C:3]1[N:4]=[C:5]([CH2:10][C:16]([C:15]2[CH:19]=[CH:20][C:12]([F:11])=[CH:13][CH:14]=2)=[O:17])[NH:6][C:7]=1[CH2:8][CH3:9])[CH3:2]. The catalyst class is: 382. (7) Reactant: [NH2:1][C:2]1[CH:7]=[C:6]([Cl:8])[N:5]=[C:4]([Cl:9])[CH:3]=1.[Br:10][CH2:11][C:12](Br)=[O:13].C(N(CC)CC)C. Product: [Br:10][CH2:11][C:12]([NH:1][C:2]1[CH:7]=[C:6]([Cl:8])[N:5]=[C:4]([Cl:9])[CH:3]=1)=[O:13]. The catalyst class is: 2.